Dataset: Full USPTO retrosynthesis dataset with 1.9M reactions from patents (1976-2016). Task: Predict the reactants needed to synthesize the given product. (1) Given the product [CH3:1][C:2]1[CH:7]=[C:6]([CH2:8][CH2:9][C:10]2[S:14][C:13]([C:15]3[CH:20]=[CH:19][C:18]([C:21]([F:24])([F:23])[F:22])=[CH:17][CH:16]=3)=[N:12][C:11]=2[CH3:25])[CH:5]=[CH:4][C:3]=1[O:26][CH2:28][CH2:29][CH2:30][C:31]([O:33][CH3:34])=[O:32], predict the reactants needed to synthesize it. The reactants are: [CH3:1][C:2]1[CH:7]=[C:6]([CH2:8][CH2:9][C:10]2[S:14][C:13]([C:15]3[CH:20]=[CH:19][C:18]([C:21]([F:24])([F:23])[F:22])=[CH:17][CH:16]=3)=[N:12][C:11]=2[CH3:25])[CH:5]=[CH:4][C:3]=1[OH:26].Br[CH2:28][CH2:29][CH2:30][C:31]([O:33][CH3:34])=[O:32].C(=O)([O-])[O-].[Cs+].[Cs+]. (2) Given the product [Cl:35][C:30]1[CH:31]=[CH:32][CH:33]=[CH:34][C:29]=1[CH:28]([O:36][CH:37]1[CH2:40][N:39]([C:41]([NH:43][CH2:44][CH2:45][CH2:3][CH3:4])=[O:42])[CH2:38]1)[C:27]1[CH:48]=[CH:49][CH:50]=[CH:51][C:26]=1[Cl:25], predict the reactants needed to synthesize it. The reactants are: Cl.Cl[C:3]1C=CC=C[C:4]=1C(OC1CNC1)C1C=CC=CC=1Cl.[N-]=C=O.[Cl:25][C:26]1[CH:51]=[CH:50][CH:49]=[CH:48][C:27]=1[CH:28]([O:36][CH:37]1[CH2:40][N:39]([C:41]([NH:43][C:44](C)(C)[CH3:45])=[O:42])[CH2:38]1)[C:29]1[CH:34]=[CH:33][CH:32]=[CH:31][C:30]=1[Cl:35]. (3) Given the product [CH3:12][O:2][C:1]([C:4]1[C:9]([Cl:10])=[N:8][C:7]([Cl:11])=[CH:6][N:5]=1)=[O:3], predict the reactants needed to synthesize it. The reactants are: [C:1]([C:4]1[C:9]([Cl:10])=[N:8][C:7]([Cl:11])=[CH:6][N:5]=1)([OH:3])=[O:2].[CH3:12]SC1N=C(NCC2C=CC(OC)=C(Cl)C=2)C(C(OCC)=O)=CN=1.C(=O)([O-])O.[Na+].CI. (4) Given the product [CH2:21]([C@H:28]1[CH2:32][O:31][C:30](=[O:33])[N:29]1[C:12](=[O:14])/[CH:11]=[CH:10]/[C:3]1[CH:4]=[C:5]([F:9])[C:6]([F:8])=[CH:7][C:2]=1[F:1])[C:22]1[CH:23]=[CH:24][CH:25]=[CH:26][CH:27]=1, predict the reactants needed to synthesize it. The reactants are: [F:1][C:2]1[CH:7]=[C:6]([F:8])[C:5]([F:9])=[CH:4][C:3]=1[CH:10]=[CH:11][C:12]([OH:14])=O.C(Cl)(=O)C(Cl)=O.[CH2:21]([C@H:28]1[CH2:32][O:31][C:30](=[O:33])[NH:29]1)[C:22]1[CH:27]=[CH:26][CH:25]=[CH:24][CH:23]=1.[Li]CCCC. (5) Given the product [C:29]([O:28][C:26]([N:10]1[C@@H:9]([C@@H:8]([C:4]2[CH:5]=[CH:6][CH:7]=[C:2]([Cl:1])[CH:3]=2)[OH:33])[CH2:13][CH2:12][C@H:11]1[CH2:14][C:15]1[CH:16]=[CH:17][C:18]([C:21]([OH:23])=[O:22])=[CH:19][CH:20]=1)=[O:27])([CH3:32])([CH3:30])[CH3:31], predict the reactants needed to synthesize it. The reactants are: [Cl:1][C:2]1[CH:3]=[C:4]([C@@H:8]([OH:33])[C@H:9]2[CH2:13][CH2:12][C@@H:11]([CH2:14][C:15]3[CH:20]=[CH:19][C:18]([C:21]([O:23]CC)=[O:22])=[CH:17][CH:16]=3)[N:10]2[C:26]([O:28][C:29]([CH3:32])([CH3:31])[CH3:30])=[O:27])[CH:5]=[CH:6][CH:7]=1.CO.C(O)(=O)CC(CC(O)=O)(C(O)=O)O. (6) The reactants are: [H-].[Na+].[N:3]1[CH:8]=[CH:7][CH:6]=[CH:5][C:4]=1[SH:9].Br[CH:11]1[CH2:16][CH2:15][N:14]([C:17]([O:19][C:20]([CH3:23])([CH3:22])[CH3:21])=[O:18])[CH2:13][CH2:12]1. Given the product [N:3]1[CH:8]=[CH:7][CH:6]=[CH:5][C:4]=1[S:9][CH:11]1[CH2:16][CH2:15][N:14]([C:17]([O:19][C:20]([CH3:23])([CH3:22])[CH3:21])=[O:18])[CH2:13][CH2:12]1, predict the reactants needed to synthesize it. (7) Given the product [Cl:31][C:28]1[CH:29]=[C:30]2[C:25](=[CH:26][CH:27]=1)[NH:24][CH:23]=[C:22]2[CH2:21][CH2:20][NH:19][C:17]([C:14]1[N:15]=[N:16][C:11]([C:1]2[CH:6]=[CH:5][CH:4]=[CH:3][CH:2]=2)=[CH:12][CH:13]=1)=[O:18], predict the reactants needed to synthesize it. The reactants are: [C:1]1(B(O)O)[CH:6]=[CH:5][CH:4]=[CH:3][CH:2]=1.Cl[C:11]1[N:16]=[N:15][C:14]([C:17]([NH:19][CH2:20][CH2:21][C:22]2[C:30]3[C:25](=[CH:26][CH:27]=[C:28]([Cl:31])[CH:29]=3)[NH:24][CH:23]=2)=[O:18])=[CH:13][CH:12]=1.[I-].[Na+].C(=O)([O-])[O-].[Na+].[Na+].